Dataset: Full USPTO retrosynthesis dataset with 1.9M reactions from patents (1976-2016). Task: Predict the reactants needed to synthesize the given product. (1) Given the product [Cl:1][C:2]1[C:6]([Cl:7])=[C:5]([C:8]([Cl:13])=[O:10])[S:4][N:3]=1, predict the reactants needed to synthesize it. The reactants are: [Cl:1][C:2]1[C:6]([Cl:7])=[C:5]([C:8]([OH:10])=O)[S:4][N:3]=1.S(Cl)([Cl:13])=O. (2) Given the product [C:20]1([C:26]2[N:16]=[C:15]([N:12]3[CH2:13][CH2:14][N:9]([C:4]4[C:3]([C:2]([F:1])([F:18])[F:19])=[CH:8][CH:7]=[CH:6][N:5]=4)[CH2:10][CH2:11]3)[NH:17][C:28]=2[C:30]2[CH:31]=[CH:32][CH:33]=[CH:34][CH:35]=2)[CH:25]=[CH:24][CH:23]=[CH:22][CH:21]=1, predict the reactants needed to synthesize it. The reactants are: [F:1][C:2]([F:19])([F:18])[C:3]1[C:4]([N:9]2[CH2:14][CH2:13][N:12]([C:15]([NH2:17])=[NH:16])[CH2:11][CH2:10]2)=[N:5][CH:6]=[CH:7][CH:8]=1.[C:20]1([C:26]([C:28]([C:30]2[CH:35]=[CH:34][CH:33]=[CH:32][CH:31]=2)=O)=O)[CH:25]=[CH:24][CH:23]=[CH:22][CH:21]=1. (3) Given the product [CH:27]1([CH2:26][O:9][C@H:4]2[CH2:5][CH2:6][CH2:7][CH2:8][C@H:3]2[NH:2][C:18](=[O:19])[O:20][C:21]([CH3:22])([CH3:23])[CH3:24])[CH2:29][CH2:28]1, predict the reactants needed to synthesize it. The reactants are: Cl.[NH2:2][C@H:3]1[CH2:8][CH2:7][CH2:6][CH2:5][C@H:4]1[OH:9].[C:21]([O:20][C:18](O[C:18]([O:20][C:21]([CH3:24])([CH3:23])[CH3:22])=[O:19])=[O:19])([CH3:24])([CH3:23])[CH3:22].Br[CH2:26][CH:27]1[CH2:29][CH2:28]1. (4) Given the product [CH3:16][S:17]([O:15][CH2:14][C:4]1[C:5]2[O:9][C:8]([C:10](=[O:12])[CH3:11])=[CH:7][C:6]=2[CH:13]=[C:2]([F:1])[CH:3]=1)(=[O:19])=[O:18], predict the reactants needed to synthesize it. The reactants are: [F:1][C:2]1[CH:3]=[C:4]([CH2:14][OH:15])[C:5]2[O:9][C:8]([C:10](=[O:12])[CH3:11])=[CH:7][C:6]=2[CH:13]=1.[CH3:16][S:17](Cl)(=[O:19])=[O:18].C(N(CC)CC)C. (5) Given the product [CH3:30][O:29][C:28](=[O:31])[NH:27][C@@H:22]([C:23]([CH3:26])([CH3:25])[CH3:24])[C:20](=[O:21])[NH:19][C@H:5]([CH2:6][C:7]1[CH:12]=[CH:11][C:10]([C:13]2[CH:18]=[CH:17][CH:16]=[CH:15][N:14]=2)=[CH:9][CH:8]=1)[CH2:4][C@H:3]([OH:32])[C@H:2]([CH2:33][C:34]1[CH:35]=[CH:36][CH:37]=[CH:38][CH:39]=1)[NH:1][C:52](=[O:53])[C@H:51]([C:55]([CH3:57])([CH3:56])[CH3:58])[NH:50][C:48](=[O:49])[N:47]([CH3:59])[CH2:40][C:41]1[CH:46]=[CH:45][CH:44]=[CH:43][CH:42]=1, predict the reactants needed to synthesize it. The reactants are: [NH2:1][C@@H:2]([CH2:33][C:34]1[CH:39]=[CH:38][CH:37]=[CH:36][CH:35]=1)[C@@H:3]([OH:32])[CH2:4][C@H:5]([NH:19][C:20]([C@@H:22]([NH:27][C:28](=[O:31])[O:29][CH3:30])[C:23]([CH3:26])([CH3:25])[CH3:24])=[O:21])[CH2:6][C:7]1[CH:12]=[CH:11][C:10]([C:13]2[CH:18]=[CH:17][CH:16]=[CH:15][N:14]=2)=[CH:9][CH:8]=1.[CH2:40]([N:47]([CH3:59])[C:48]([NH:50][C@@H:51]([C:55]([CH3:58])([CH3:57])[CH3:56])[C:52](O)=[O:53])=[O:49])[C:41]1[CH:46]=[CH:45][CH:44]=[CH:43][CH:42]=1.CCOP(ON1N=NC2C=CC=CC=2C1=O)(OCC)=O.C(N(CC)C(C)C)(C)C.